Dataset: Full USPTO retrosynthesis dataset with 1.9M reactions from patents (1976-2016). Task: Predict the reactants needed to synthesize the given product. (1) Given the product [OH:27][CH2:26][CH2:25][NH:24][C:6]([C:8]1[N:9]=[C:10]([Cl:23])[C:11]2[C:16]([C:17]=1[OH:18])=[CH:15][C:14]([O:19][CH:20]([CH3:21])[CH3:22])=[CH:13][CH:12]=2)=[O:7], predict the reactants needed to synthesize it. The reactants are: C(O[C:6]([C:8]1[N:9]=[C:10]([Cl:23])[C:11]2[C:16]([C:17]=1[OH:18])=[CH:15][C:14]([O:19][CH:20]([CH3:22])[CH3:21])=[CH:13][CH:12]=2)=[O:7])CCC.[NH2:24][CH2:25][CH2:26][OH:27]. (2) Given the product [ClH:30].[Cl:30][C:20]1[CH:19]=[C:18]([CH2:17][C:14]2[O:13][C:12]([C:10]3[NH:9][C:4]4[CH:5]=[CH:6][CH:7]=[CH:8][C:3]=4[N:2]=3)=[CH:16][CH:15]=2)[C:26]2[O:25][C:24]([CH:27]([CH3:29])[CH3:28])=[CH:23][C:22]=2[CH:21]=1, predict the reactants needed to synthesize it. The reactants are: Cl.[NH2:2][C:3]1[CH:8]=[CH:7][CH:6]=[CH:5][C:4]=1[NH:9][C:10]([C:12]1[O:13][C:14]([CH2:17][C:18]2[C:26]3[O:25][C:24]([CH:27]([CH3:29])[CH3:28])=[CH:23][C:22]=3[CH:21]=[C:20]([Cl:30])[CH:19]=2)=[CH:15][CH:16]=1)=O. (3) Given the product [Br:1][C:2]1[CH:7]=[CH:6][C:5]([S:8]([NH:16][C:17]2[CH:22]=[CH:21][CH:20]=[C:19]([C:23]3[NH:27][N:26]=[N:25][N:24]=3)[CH:18]=2)(=[O:10])=[O:9])=[C:4]([C:12]([F:15])([F:14])[F:13])[CH:3]=1, predict the reactants needed to synthesize it. The reactants are: [Br:1][C:2]1[CH:7]=[CH:6][C:5]([S:8](Cl)(=[O:10])=[O:9])=[C:4]([C:12]([F:15])([F:14])[F:13])[CH:3]=1.[NH2:16][C:17]1[CH:18]=[C:19]([C:23]2[NH:27][N:26]=[N:25][N:24]=2)[CH:20]=[CH:21][CH:22]=1. (4) Given the product [F:1][C:2]1[CH:11]=[C:10]2[C:5]([N:6]=[C:7]([NH:16][CH:17]3[CH2:22][CH2:21][N:20]([C:30]([C:28]4[CH:27]=[CH:26][CH:25]=[C:24]([CH3:23])[N:29]=4)=[O:31])[CH2:19][CH2:18]3)[C:8]3[N:9]2[C:12](=[O:15])[NH:13][N:14]=3)=[CH:4][CH:3]=1, predict the reactants needed to synthesize it. The reactants are: [F:1][C:2]1[CH:11]=[C:10]2[C:5]([N:6]=[C:7]([NH:16][CH:17]3[CH2:22][CH2:21][NH:20][CH2:19][CH2:18]3)[C:8]3[N:9]2[C:12](=[O:15])[NH:13][N:14]=3)=[CH:4][CH:3]=1.[CH3:23][C:24]1[N:29]=[C:28]([C:30](O)=[O:31])[CH:27]=[CH:26][CH:25]=1.C1C=CC2N(O)N=NC=2C=1.F[P-](F)(F)(F)(F)F.N1(O[P+](N2CCCC2)(N2CCCC2)N2CCCC2)C2C=CC=CC=2N=N1. (5) Given the product [CH3:17][N:16]([CH3:18])[CH2:15][CH2:14][N:6]1[C:5]2[CH:19]=[CH:20][C:2]([S:21][CH:22]3[CH2:23][N:24]([C:26]([O:28][C:29]([CH3:32])([CH3:31])[CH3:30])=[O:27])[CH2:25]3)=[CH:3][C:4]=2[N:8]=[C:7]1[CH2:9][C:10]([CH3:13])([CH3:12])[CH3:11], predict the reactants needed to synthesize it. The reactants are: Br[C:2]1[CH:20]=[CH:19][C:5]2[N:6]([CH2:14][CH2:15][N:16]([CH3:18])[CH3:17])[C:7]([CH2:9][C:10]([CH3:13])([CH3:12])[CH3:11])=[N:8][C:4]=2[CH:3]=1.[SH:21][CH:22]1[CH2:25][N:24]([C:26]([O:28][C:29]([CH3:32])([CH3:31])[CH3:30])=[O:27])[CH2:23]1.C(N(CC)C(C)C)(C)C. (6) Given the product [C:37]([O:36][C:34]([NH:33][C@@H:27]([CH2:28][CH2:29][C:30]([S:17][C:14]1[CH:15]=[CH:16][C:11]([F:10])=[CH:12][CH:13]=1)=[O:31])[C:26]([O:25][CH2:18][C:19]1[CH:20]=[CH:21][CH:22]=[CH:23][CH:24]=1)=[O:41])=[O:35])([CH3:40])([CH3:39])[CH3:38], predict the reactants needed to synthesize it. The reactants are: C(N=C=NC(C)C)(C)C.[F:10][C:11]1[CH:16]=[CH:15][C:14]([SH:17])=[CH:13][CH:12]=1.[CH2:18]([O:25][C:26](=[O:41])[C@@H:27]([NH:33][C:34]([O:36][C:37]([CH3:40])([CH3:39])[CH3:38])=[O:35])[CH2:28][CH2:29][C:30](O)=[O:31])[C:19]1[CH:24]=[CH:23][CH:22]=[CH:21][CH:20]=1.